This data is from Reaction yield outcomes from USPTO patents with 853,638 reactions. The task is: Predict the reaction yield, written as a fraction of the theoretical maximum amount of product (1.0 means a 100% yield; for example, 0.34 means a 34% yield). (1) The reactants are [N+:1]([C:4]1[CH:12]=[CH:11][C:7]2[NH:8][N:9]=[N:10][C:6]=2[CH:5]=1)([O-:3])=[O:2].[N+:13]([O-])([OH:15])=[O:14]. The catalyst is S(=O)(=O)(O)O. The product is [N+:13]([C:12]1[C:4]([N+:1]([O-:3])=[O:2])=[CH:5][C:6]2[NH:10][N:9]=[N:8][C:7]=2[CH:11]=1)([O-:15])=[O:14]. The yield is 0.670. (2) The reactants are [CH3:1][N:2]([CH3:11])[C:3]1[CH:10]=[CH:9][C:6]([CH:7]=[O:8])=[CH:5][CH:4]=1.[Br-:12].[Br-].[Br-].[NH+]1C=CC=CC=1.[NH+]1C=CC=CC=1.[NH+]1C=CC=CC=1. The catalyst is ClCCl. The product is [Br:12][C:4]1[CH:5]=[C:6]([CH:9]=[CH:10][C:3]=1[N:2]([CH3:11])[CH3:1])[CH:7]=[O:8]. The yield is 0.920. (3) The reactants are C(OC(=O)[NH:7][CH2:8][C:9]1[S:10][CH:11]=[C:12]([C:14]2[CH:15]=[C:16]3[C:21](=[CH:22][CH:23]=2)[N:20]=[CH:19][N:18]=[C:17]3[NH:24][C:25]2[CH:30]=[CH:29][C:28]([O:31][C:32]3[CH:33]=[N:34][C:35]([CH3:38])=[CH:36][CH:37]=3)=[C:27]([CH3:39])[CH:26]=2)[N:13]=1)(C)(C)C.Cl.C(=O)([O-])[O-].[K+].[K+]. The catalyst is CCOC(C)=O.O. The product is [NH2:7][CH2:8][C:9]1[S:10][CH:11]=[C:12]([C:14]2[CH:15]=[C:16]3[C:21](=[CH:22][CH:23]=2)[N:20]=[CH:19][N:18]=[C:17]3[NH:24][C:25]2[CH:30]=[CH:29][C:28]([O:31][C:32]3[CH:33]=[N:34][C:35]([CH3:38])=[CH:36][CH:37]=3)=[C:27]([CH3:39])[CH:26]=2)[N:13]=1. The yield is 0.680. (4) The reactants are C(O[CH:4](OCC)[CH2:5][O:6][C:7]1[CH:12]=[CH:11][C:10]([C:13]2([C:16]([OH:18])=[O:17])[CH2:15][CH2:14]2)=[CH:9][CH:8]=1)C. The catalyst is C1(C)C(C)=CC=CC=1. The product is [O:6]1[C:7]2[CH:12]=[CH:11][C:10]([C:13]3([C:16]([OH:18])=[O:17])[CH2:15][CH2:14]3)=[CH:9][C:8]=2[CH:4]=[CH:5]1. The yield is 0.0500.